From a dataset of Forward reaction prediction with 1.9M reactions from USPTO patents (1976-2016). Predict the product of the given reaction. (1) Given the reactants [Br:1][C:2]1[CH:10]=[CH:9][C:8]([OH:11])=[C:7]2[C:3]=1[CH2:4][N:5]([C:12](=[O:17])C(F)(F)F)[CH2:6]2.C([O-])([O-])=O.[K+].[K+].C(OC([O:26][C:27]([CH3:30])([CH3:29])[CH3:28])=O)([O:26][C:27]([CH3:30])([CH3:29])[CH3:28])=O, predict the reaction product. The product is: [C:27]([O:26][C:12]([N:5]1[CH2:4][C:3]2[C:7](=[C:8]([OH:11])[CH:9]=[CH:10][C:2]=2[Br:1])[CH2:6]1)=[O:17])([CH3:30])([CH3:29])[CH3:28]. (2) Given the reactants ClC1C=CC=C2C=1NC([B:11]1[O:15][C:14]([CH3:17])([CH3:16])[C:13]([CH3:19])([CH3:18])[O:12]1)=C2.[Br:20][C:21]1[CH:22]=[CH:23][C:24]([O:30][CH3:31])=[C:25]2[C:29]=1[NH:28][CH:27]=[CH:26]2, predict the reaction product. The product is: [Br:20][C:21]1[CH:22]=[CH:23][C:24]([O:30][CH3:31])=[C:25]2[C:29]=1[NH:28][C:27]([B:11]1[O:15][C:14]([CH3:17])([CH3:16])[C:13]([CH3:19])([CH3:18])[O:12]1)=[CH:26]2. (3) Given the reactants [Br:1][C:2]1[CH:3]=[C:4]([CH:31]=[CH:32][CH:33]=1)[CH2:5][N:6]1[CH:11]=[CH:10][CH:9]=[C:8]([C:12]([NH:14][C@@H:15]([CH2:19][CH2:20][CH2:21][NH:22]C(OC(C)(C)C)=O)[C:16]([OH:18])=[O:17])=[O:13])[C:7]1=[O:30].[C:34]([OH:40])([C:36]([F:39])([F:38])[F:37])=[O:35], predict the reaction product. The product is: [NH2:22][CH2:21][CH2:20][CH2:19][C@H:15]([NH:14][C:12]([C:8]1[C:7](=[O:30])[N:6]([CH2:5][C:4]2[CH:31]=[CH:32][CH:33]=[C:2]([Br:1])[CH:3]=2)[CH:11]=[CH:10][CH:9]=1)=[O:13])[C:16]([OH:18])=[O:17].[C:34]([OH:40])([C:36]([F:39])([F:38])[F:37])=[O:35]. (4) Given the reactants [NH:1]1[CH:5]=[CH:4][N:3]=[C:2]1[CH:6]=O.[CH3:8][NH:9][CH3:10].[BH4-].[Na+], predict the reaction product. The product is: [NH:1]1[CH:5]=[CH:4][N:3]=[C:2]1[CH2:6][N:9]([CH3:10])[CH3:8]. (5) Given the reactants [C:1]1([N:7]2[CH:11]=[C:10]([C:12]([NH:14][CH2:15][CH2:16][NH:17][C:18]([C:20]3[CH:21]=[CH:22][C:23](C(O)=O)=[N:24][CH:25]=3)=[O:19])=[O:13])[C:9]([C:29]([F:32])([F:31])[F:30])=[N:8]2)[CH:6]=[CH:5][CH:4]=[CH:3][CH:2]=1.C1(P(N=[N+]=[N-])(C2C=CC=CC=2)=[O:40])C=CC=CC=1.C([N:52]([CH2:55]C)CC)C.[CH3:57][C:58]([OH:61])([CH3:60])[CH3:59], predict the reaction product. The product is: [C:1]1([N:7]2[CH:11]=[C:10]([C:12]([NH:14][CH2:15][CH2:16][NH:17][C:18]([C:20]3[CH:21]=[CH:22][C:23]([NH:52][C:55](=[O:40])[O:61][C:58]([CH3:60])([CH3:59])[CH3:57])=[N:24][CH:25]=3)=[O:19])=[O:13])[C:9]([C:29]([F:30])([F:31])[F:32])=[N:8]2)[CH:6]=[CH:5][CH:4]=[CH:3][CH:2]=1. (6) The product is: [O:1]=[C:2]1[CH2:3][CH:4]([CH3:16])[CH2:5][C:6]2[NH:21][CH:9]=[C:8]([C:11]([O:13][CH2:14][CH3:15])=[O:12])[C:7]1=2. Given the reactants [O:1]=[C:2]1[C:7]2[C:8]([C:11]([O:13][CH2:14][CH3:15])=[O:12])=[CH:9]O[C:6]=2[CH2:5][CH:4]([CH3:16])[CH2:3]1.C([O-])(=O)C.[NH4+:21], predict the reaction product. (7) Given the reactants [Mg].[CH:2]1(Br)[CH2:5][CH2:4][CH2:3]1.[C:7]([O:11][C:12]([N:14]1[CH2:18][CH2:17][C@H:16]([C:19](=[O:24])N(OC)C)[CH2:15]1)=[O:13])([CH3:10])([CH3:9])[CH3:8], predict the reaction product. The product is: [C:7]([O:11][C:12]([N:14]1[CH2:18][CH2:17][C@H:16]([C:19]([CH:2]2[CH2:5][CH2:4][CH2:3]2)=[O:24])[CH2:15]1)=[O:13])([CH3:10])([CH3:9])[CH3:8].